From a dataset of Full USPTO retrosynthesis dataset with 1.9M reactions from patents (1976-2016). Predict the reactants needed to synthesize the given product. (1) Given the product [OH:1][CH2:2][C@@H:3]([NH:6][C:7]1[N:12]=[C:11]([NH:13][CH2:14][C:15]2[CH:16]=[CH:17][C:18]([C:21]3[CH:26]=[CH:25][CH:24]=[CH:23][N:22]=3)=[CH:19][CH:20]=2)[N:10]2[N:27]=[CH:28][C:29]([CH:30]([CH3:31])[CH3:32])=[C:9]2[N:8]=1)[C@H:4]([OH:36])[CH3:5], predict the reactants needed to synthesize it. The reactants are: [OH:1][CH2:2][C@H:3]([NH:6][C:7]1[N:12]=[C:11]([NH:13][CH2:14][C:15]2[CH:20]=[CH:19][C:18]([C:21]3[CH:26]=[CH:25][CH:24]=[CH:23][N:22]=3)=[CH:17][CH:16]=2)[N:10]2[N:27]=[CH:28][C:29]([CH:30]([CH3:32])[CH3:31])=[C:9]2[N:8]=1)[CH2:4][CH3:5].N[C@H](CO)[C@@H](C)[OH:36]. (2) Given the product [Br:1][C:2]1[CH:3]=[C:4]2[O:12][C:13]([CH3:14])=[N:11][C:5]2=[C:6]([C:7]([OH:9])=[O:8])[CH:10]=1, predict the reactants needed to synthesize it. The reactants are: [Br:1][C:2]1[CH:10]=[C:6]([C:7]([OH:9])=[O:8])[C:5]([NH2:11])=[C:4]([OH:12])[CH:3]=1.[C:13](Cl)(=O)[CH3:14].C(N(CC)CC)C.C1(C)C=CC(S([O-])(=O)=O)=CC=1.[NH+]1C=CC=CC=1. (3) Given the product [C:32]([O:31][C:29]([NH:28][C@H:23]1[CH2:24][C@@H:25]([CH3:27])[CH2:26][N:21]([C:20]2[CH:19]=[CH:18][N:17]=[CH:16][C:15]=2[NH:14][C:12]([C:8]2[C:7]([NH:36][C:37](=[O:46])[O:38][CH2:39][C:40]3[CH:41]=[CH:42][CH:43]=[CH:44][CH:45]=3)=[CH:6][C:5]3[C:10](=[CH:11][C:2]([C:65]4[CH2:66][CH2:67][N:62]([CH3:61])[CH2:63][CH:64]=4)=[CH:3][CH:4]=3)[N:9]=2)=[O:13])[CH2:22]1)=[O:30])([CH3:35])([CH3:34])[CH3:33], predict the reactants needed to synthesize it. The reactants are: Br[C:2]1[CH:11]=[C:10]2[C:5]([CH:6]=[C:7]([NH:36][C:37](=[O:46])[O:38][CH2:39][C:40]3[CH:45]=[CH:44][CH:43]=[CH:42][CH:41]=3)[C:8]([C:12]([NH:14][C:15]3[CH:16]=[N:17][CH:18]=[CH:19][C:20]=3[N:21]3[CH2:26][C@H:25]([CH3:27])[CH2:24][C@H:23]([NH:28][C:29]([O:31][C:32]([CH3:35])([CH3:34])[CH3:33])=[O:30])[CH2:22]3)=[O:13])=[N:9]2)=[CH:4][CH:3]=1.[O-]P([O-])([O-])=O.[K+].[K+].[K+].O1CCOCC1.[CH3:61][N:62]1[CH2:67][CH:66]=[C:65](B2OC(C)(C)C(C)(C)O2)[CH2:64][CH2:63]1. (4) Given the product [Br:18][C:19]1[CH:20]=[CH:21][C:22]([S:25]([N:28]2[CH2:33][CH2:32][N:31]([CH:2]([C:4]3[N:13]([CH2:14][CH2:15][CH3:16])[C:12](=[O:17])[C:11]4[C:6](=[CH:7][CH:8]=[CH:9][CH:10]=4)[N:5]=3)[CH3:3])[CH2:30][CH2:29]2)(=[O:27])=[O:26])=[CH:23][CH:24]=1, predict the reactants needed to synthesize it. The reactants are: Br[CH:2]([C:4]1[N:13]([CH2:14][CH2:15][CH3:16])[C:12](=[O:17])[C:11]2[C:6](=[CH:7][CH:8]=[CH:9][CH:10]=2)[N:5]=1)[CH3:3].[Br:18][C:19]1[CH:24]=[CH:23][C:22]([S:25]([N:28]2[CH2:33][CH2:32][NH:31][CH2:30][CH2:29]2)(=[O:27])=[O:26])=[CH:21][CH:20]=1. (5) Given the product [C:1]([C:3]1[CH:4]=[C:5]([C:10]2[NH:11][C:12]3[N:13]([N:17]=[CH:18][C:19]=3[C:20]([NH2:21])=[O:24])[C:14](=[O:16])[CH:15]=2)[CH:6]=[CH:7][C:8]=1[OH:9])#[N:2], predict the reactants needed to synthesize it. The reactants are: [C:1]([C:3]1[CH:4]=[C:5]([C:10]2[NH:11][C:12]3[N:13]([N:17]=[CH:18][C:19]=3[C:20]#[N:21])[C:14](=[O:16])[CH:15]=2)[CH:6]=[CH:7][C:8]=1[OH:9])#[N:2].CS(C)=[O:24].C(=O)([O-])[O-].[K+].[K+].OO. (6) Given the product [Br:1][C:2]1[CH:3]=[CH:4][C:5]([CH2:6][N:7]2[CH2:8][C:9](=[O:10])[N:11]([CH:12]3[CH2:13][CH2:14]3)[C:17]2=[O:18])=[CH:15][CH:16]=1, predict the reactants needed to synthesize it. The reactants are: [Br:1][C:2]1[CH:16]=[CH:15][C:5]([CH2:6][NH:7][CH2:8][C:9]([NH:11][CH:12]2[CH2:14][CH2:13]2)=[O:10])=[CH:4][CH:3]=1.[C:17](N1C=CN=C1)(N1C=CN=C1)=[O:18].C(=O)(O)[O-].[Na+]. (7) Given the product [CH3:1][C:2]1[O:6][C:5]([C:7]2[CH:8]=[CH:9][CH:10]=[CH:11][CH:12]=2)=[N:4][C:3]=1[CH2:13][O:14][C:15]1[CH:32]=[CH:31][C:18]([CH2:19][O:20][C:21]2[C:26]([CH2:27][C:28]([O-:30])=[O:29])=[CH:25][CH:24]=[CH:23][N:22]=2)=[CH:17][CH:16]=1.[Li+:35], predict the reactants needed to synthesize it. The reactants are: [CH3:1][C:2]1[O:6][C:5]([C:7]2[CH:12]=[CH:11][CH:10]=[CH:9][CH:8]=2)=[N:4][C:3]=1[CH2:13][O:14][C:15]1[CH:32]=[CH:31][C:18]([CH2:19][O:20][C:21]2[C:26]([CH2:27][C:28]([OH:30])=[O:29])=[CH:25][CH:24]=[CH:23][N:22]=2)=[CH:17][CH:16]=1.O.[OH-].[Li+:35].CO. (8) Given the product [CH3:24][S:21]([O:1][CH2:2][CH2:3][CH:4]1[N:9]2[CH:10]=[C:11]([C:13]3[CH:18]=[CH:17][CH:16]=[C:15]([Cl:19])[CH:14]=3)[CH:12]=[C:8]2[C:7](=[O:20])[NH:6][CH2:5]1)(=[O:23])=[O:22], predict the reactants needed to synthesize it. The reactants are: [OH:1][CH2:2][CH2:3][CH:4]1[N:9]2[CH:10]=[C:11]([C:13]3[CH:18]=[CH:17][CH:16]=[C:15]([Cl:19])[CH:14]=3)[CH:12]=[C:8]2[C:7](=[O:20])[NH:6][CH2:5]1.[S:21](Cl)([CH3:24])(=[O:23])=[O:22].O. (9) Given the product [CH:1]1([C:6]2([CH2:7][CH2:8][C:9]3[CH:14]=[CH:13][C:12]([C:15]([CH3:18])([CH3:19])[C:16]#[N:17])=[C:11]([F:20])[CH:10]=3)[CH2:21][C:22](=[O:27])[CH2:23][C:24](=[O:25])[O:30]2)[CH2:5][CH2:4][CH2:3][CH2:2]1, predict the reactants needed to synthesize it. The reactants are: [CH:1]1([C:6](O)([CH2:21][C:22]2[O:27]C(C)(C)[O:25][C:24](=[O:30])[CH:23]=2)[C:7]#[C:8][C:9]2[CH:14]=[CH:13][C:12]([C:15]([CH3:19])([CH3:18])[C:16]#[N:17])=[C:11]([F:20])[CH:10]=2)[CH2:5][CH2:4][CH2:3][CH2:2]1.C([O-])([O-])=O.[K+].[K+].